Dataset: Forward reaction prediction with 1.9M reactions from USPTO patents (1976-2016). Task: Predict the product of the given reaction. (1) Given the reactants [C:1]([NH:18][C@H:19]([C:25](O)=O)[CH2:20][C:21]([CH3:24])([CH3:23])[CH3:22])([O:3]CC1C2C(=CC=CC=2)C2C1=CC=CC=2)=O.[NH2:28][C@H:29](C(O)=O)[CH2:30][CH:31]([CH3:33])[CH3:32], predict the reaction product. The product is: [CH3:24][C:21]([CH3:22])([CH3:23])[CH2:20][C@@H:19]1[NH:18][C:1](=[O:3])[C@H:29]([CH2:30][CH:31]([CH3:33])[CH3:32])[NH:28][CH2:25]1. (2) Given the reactants [ClH:1].CCO.[CH2:5]([O:7][C:8]([C:10]1[N:11]=[C:12]2[CH:17]=[N:16][CH:15]=[CH:14][N:13]2[CH:18]=1)=[O:9])[CH3:6], predict the reaction product. The product is: [ClH:1].[CH2:5]([O:7][C:8]([C:10]1[N:11]=[C:12]2[CH2:17][NH:16][CH2:15][CH2:14][N:13]2[CH:18]=1)=[O:9])[CH3:6]. (3) The product is: [F:22][C:16]1[CH:17]=[CH:18][C:19]([F:21])=[CH:20][C:15]=1[C:13]1[CH2:12][N:11]([C:29]([N:31]([CH3:34])[CH3:32])=[O:39])[C:10]([CH2:9][OH:8])([C:23]2[CH:24]=[CH:25][CH:26]=[CH:27][CH:28]=2)[CH:14]=1. Given the reactants [Si]([O:8][CH2:9][C:10]1([C:23]2[CH:28]=[CH:27][CH:26]=[CH:25][CH:24]=2)[CH:14]=[C:13]([C:15]2[CH:20]=[C:19]([F:21])[CH:18]=[CH:17][C:16]=2[F:22])[CH2:12][NH:11]1)(C(C)(C)C)(C)C.[CH2:29]([N:31]([CH2:34]C)[CH2:32]C)C.ClC(Cl)([O:39]C(=O)OC(Cl)(Cl)Cl)Cl.Cl.CNC.OS([O-])(=O)=O.[K+].F.F.F.C(N(CC)CC)C, predict the reaction product.